Predict the product of the given reaction. From a dataset of Forward reaction prediction with 1.9M reactions from USPTO patents (1976-2016). (1) Given the reactants Br[CH2:2][CH2:3][CH2:4][CH2:5][CH2:6][CH2:7][CH2:8][CH2:9][CH2:10][OH:11].[CH3:12][NH2:13], predict the reaction product. The product is: [CH3:12][NH:13][CH2:2][CH2:3][CH2:4][CH2:5][CH2:6][CH2:7][CH2:8][CH2:9][CH2:10][OH:11]. (2) Given the reactants I[C:2]1[CH:3]=[C:4]2[C:8](=[CH:9][CH:10]=1)[CH2:7][CH:6]([NH:11][S:12]([CH:15]([CH3:17])[CH3:16])(=[O:14])=[O:13])[CH2:5]2.C(=O)([O-])[O-].[Cs+].[Cs+].[F:24][C:25]1[C:30](B(O)O)=[CH:29][CH:28]=[CH:27][N:26]=1.C1(P(C2C=CC=CC=2)C2C=CC=CC=2)C=CC=CC=1, predict the reaction product. The product is: [F:24][C:25]1[C:30]([C:2]2[CH:3]=[C:4]3[C:8](=[CH:9][CH:10]=2)[CH2:7][CH:6]([NH:11][S:12]([CH:15]([CH3:17])[CH3:16])(=[O:14])=[O:13])[CH2:5]3)=[CH:29][CH:28]=[CH:27][N:26]=1. (3) Given the reactants [CH2:1]([O:5][C:6]1[N:14]=[C:13]2[C:9]([N:10]=[C:11]([O:23][CH3:24])[N:12]2[CH2:15][CH2:16][CH:17]2[CH2:22][CH2:21][CH2:20][CH2:19][NH:18]2)=[C:8]([NH2:25])[N:7]=1)[CH2:2][CH2:3][CH3:4].[CH2:26](I)[CH3:27].CCN(C(C)C)C(C)C, predict the reaction product. The product is: [CH2:1]([O:5][C:6]1[N:14]=[C:13]2[C:9]([N:10]=[C:11]([O:23][CH3:24])[N:12]2[CH2:15][CH2:16][CH:17]2[CH2:22][CH2:21][CH2:20][CH2:19][N:18]2[CH2:26][CH3:27])=[C:8]([NH2:25])[N:7]=1)[CH2:2][CH2:3][CH3:4]. (4) Given the reactants [NH:1]1[C:9]2[C:4](=[CH:5][CH:6]=[C:7]([CH:10]=O)[CH:8]=2)[CH:3]=[CH:2]1.[CH3:12][NH2:13].[BH4-].[Na+].O, predict the reaction product. The product is: [NH:1]1[C:9]2[C:4](=[CH:5][CH:6]=[C:7]([CH2:10][NH:13][CH3:12])[CH:8]=2)[CH:3]=[CH:2]1. (5) Given the reactants [Cl:1][C:2]1[CH:7]=[CH:6][C:5]([C@@H:8]([NH:10][C:11]([C@H:13]2[CH2:17][CH2:16][CH2:15][N:14]2[C:18]([O:20][C:21]([CH3:24])([CH3:23])[CH3:22])=[O:19])=S)[CH3:9])=[CH:4][CH:3]=1.[C:25]([NH:28][NH2:29])(=O)[CH3:26], predict the reaction product. The product is: [Cl:1][C:2]1[CH:7]=[CH:6][C:5]([C@@H:8]([N:10]2[C:25]([CH3:26])=[N:28][N:29]=[C:11]2[C@H:13]2[CH2:17][CH2:16][CH2:15][N:14]2[C:18]([O:20][C:21]([CH3:24])([CH3:23])[CH3:22])=[O:19])[CH3:9])=[CH:4][CH:3]=1. (6) Given the reactants [Cl:1][C:2]1[CH:7]=[C:6]([C:8]([O:10]C)=O)[C:5]([N:12]=[C:13]=[S:14])=[CH:4][C:3]=1[C:15]([O:17]C)=[O:16].[CH3:19][O:20][C:21]1[C:26]([O:27][CH3:28])=[CH:25][N:24]=[C:23]([NH2:29])[N:22]=1.[OH-].[Na+].Cl, predict the reaction product. The product is: [Cl:1][C:2]1[CH:7]=[C:6]2[C:5](=[CH:4][C:3]=1[C:15]([OH:17])=[O:16])[NH:12][C:13](=[S:14])[N:29]([C:23]1[N:22]=[C:21]([O:20][CH3:19])[C:26]([O:27][CH3:28])=[CH:25][N:24]=1)[C:8]2=[O:10]. (7) Given the reactants [CH3:1][O:2][C:3](=[O:41])[C:4]1[CH:9]=[CH:8][C:7]([NH:10][C:11]([C@H:13]2[C@H:17]([C:18]3[CH:23]=[CH:22][CH:21]=[C:20]([Cl:24])[C:19]=3[F:25])[C@:16]([C:28]3[CH:33]=[CH:32][C:31]([Cl:34])=[CH:30][C:29]=3[F:35])([C:26]#[N:27])[C@H:15]([CH2:36][C:37]([CH3:40])([CH3:39])[CH3:38])[NH:14]2)=[O:12])=[CH:6][CH:5]=1.[CH:42](=O)[CH3:43].C(O[BH-](OC(=O)C)OC(=O)C)(=O)C.[Na+], predict the reaction product. The product is: [CH3:1][O:2][C:3](=[O:41])[C:4]1[CH:9]=[CH:8][C:7]([NH:10][C:11]([C@H:13]2[C@H:17]([C:18]3[CH:23]=[CH:22][CH:21]=[C:20]([Cl:24])[C:19]=3[F:25])[C@:16]([C:28]3[CH:33]=[CH:32][C:31]([Cl:34])=[CH:30][C:29]=3[F:35])([C:26]#[N:27])[C@H:15]([CH2:36][C:37]([CH3:38])([CH3:40])[CH3:39])[N:14]2[CH2:42][CH3:43])=[O:12])=[CH:6][CH:5]=1. (8) Given the reactants [NH2:1][C:2]1[CH:23]=[CH:22][C:5]2[O:6][CH2:7][CH2:8][N:9]([C:10]3[S:11][C:12]4[C:13](=[O:21])[NH:14][C:15]([CH3:20])([CH3:19])[CH2:16][C:17]=4[N:18]=3)[C:4]=2[CH:3]=1.[O:24]=[C:25](/[CH:32]=[CH:33]/[CH3:34])[CH2:26][CH2:27][CH2:28][C:29](O)=[O:30].CN(C(ON1N=NC2C=CC=NC1=2)=[N+](C)C)C.F[P-](F)(F)(F)(F)F, predict the reaction product. The product is: [CH3:19][C:15]1([CH3:20])[NH:14][C:13](=[O:21])[C:12]2[S:11][C:10]([N:9]3[CH2:8][CH2:7][O:6][C:5]4[CH:22]=[CH:23][C:2]([NH:1][C:29](=[O:30])[CH2:28][CH2:27][CH2:26][C:25](=[O:24])/[CH:32]=[CH:33]/[CH3:34])=[CH:3][C:4]3=4)=[N:18][C:17]=2[CH2:16]1. (9) Given the reactants B(Br)(Br)Br.[Br:5][C:6]1[C:15]2[C:10](=[C:11]([O:16]C)[CH:12]=[CH:13][CH:14]=2)[N:9]=[C:8]([CH3:18])[CH:7]=1.C([SiH](C(C)C)C(C)C)(C)C, predict the reaction product. The product is: [Br:5][C:6]1[C:15]2[C:10](=[C:11]([OH:16])[CH:12]=[CH:13][CH:14]=2)[N:9]=[C:8]([CH3:18])[CH:7]=1.